This data is from Forward reaction prediction with 1.9M reactions from USPTO patents (1976-2016). The task is: Predict the product of the given reaction. (1) Given the reactants [Cl:1][C:2]1[CH:7]=[C:6]([S:8]([CH3:11])(=[O:10])=[O:9])[CH:5]=[CH:4][C:3]=1[C:12]1[CH:17]=[CH:16][C:15]([C@H:18]([NH:23][C@H:24]([C:30]([OH:32])=O)[CH2:25][C:26]([F:29])([CH3:28])[CH3:27])[C:19]([F:22])([F:21])[F:20])=[CH:14][CH:13]=1.[NH2:33][CH:34]([C:45]#[N:46])[CH2:35][C:36]1[CH:43]=[CH:42][C:39]([C:40]#[N:41])=[CH:38][C:37]=1[Cl:44], predict the reaction product. The product is: [Cl:44][C:37]1[CH:38]=[C:39]([C:40]#[N:41])[CH:42]=[CH:43][C:36]=1[CH2:35][CH:34]([NH:33][C:30](=[O:32])[C@@H:24]([NH:23][C@@H:18]([C:15]1[CH:14]=[CH:13][C:12]([C:3]2[CH:4]=[CH:5][C:6]([S:8]([CH3:11])(=[O:10])=[O:9])=[CH:7][C:2]=2[Cl:1])=[CH:17][CH:16]=1)[C:19]([F:21])([F:20])[F:22])[CH2:25][C:26]([F:29])([CH3:28])[CH3:27])[C:45]#[N:46]. (2) Given the reactants [Cl:1][C:2]1[CH:7]=[CH:6][C:5]([N:8]2[C:16]([CH:17]([CH:21]3[CH2:26][CH2:25][CH2:24][CH2:23][CH2:22]3)[C:18](O)=[O:19])=[C:15]3[C:10]([CH2:11][CH2:12][CH2:13][CH2:14]3)=[N:9]2)=[CH:4][CH:3]=1.CCN(C(C)C)C(C)C.CN(C(ON1N=NC2C=CC=NC1=2)=[N+](C)C)C.F[P-](F)(F)(F)(F)F.[NH2:60][C@H:61]1[CH2:66][CH2:65][C@H:64]([OH:67])[CH2:63][CH2:62]1, predict the reaction product. The product is: [Cl:1][C:2]1[CH:3]=[CH:4][C:5]([N:8]2[C:16]([CH:17]([CH:21]3[CH2:26][CH2:25][CH2:24][CH2:23][CH2:22]3)[C:18]([NH:60][C@H:61]3[CH2:66][CH2:65][C@H:64]([OH:67])[CH2:63][CH2:62]3)=[O:19])=[C:15]3[C:10]([CH2:11][CH2:12][CH2:13][CH2:14]3)=[N:9]2)=[CH:6][CH:7]=1. (3) Given the reactants [C:1]1([CH3:10])[CH:6]=[CH:5][C:4]([CH2:7][C:8]#[N:9])=[CH:3][CH:2]=1.[OH-].[Na+].[N:13](OC)=[O:14].OS(O)(=O)=O.N([O-])=O.[Na+], predict the reaction product. The product is: [OH:14][N:13]=[C:7]([C:8]#[N:9])[C:4]1[CH:5]=[CH:6][C:1]([CH3:10])=[CH:2][CH:3]=1. (4) Given the reactants [Br:1][C:2]1[N:22]=[C:5]2[CH:6]=[C:7]([NH:10][C:11]([C:13]3[N:17]([CH3:18])[N:16]=[CH:15][C:14]=3[C:19]([OH:21])=O)=[O:12])[CH:8]=[CH:9][N:4]2[N:3]=1.[NH:23]1[CH2:26][CH2:25][CH2:24]1.CCCP(=O)=O.C(N(CC)C(C)C)(C)C, predict the reaction product. The product is: [Br:1][C:2]1[N:22]=[C:5]2[CH:6]=[C:7]([NH:10][C:11]([C:13]3[N:17]([CH3:18])[N:16]=[CH:15][C:14]=3[C:19]([N:23]3[CH2:26][CH2:25][CH2:24]3)=[O:21])=[O:12])[CH:8]=[CH:9][N:4]2[N:3]=1. (5) Given the reactants [N:1]([O-])=O.[Na+].[Cl:5][C:6]1[CH:7]=[C:8]([CH:10]=[CH:11][CH:12]=1)[NH2:9].S([NH:23][N:24]=[CH:25][CH:26]=[CH:27][C:28]1[CH:33]=[CH:32][CH:31]=[CH:30][CH:29]=1)(C1C=CC(C)=CC=1)(=O)=O, predict the reaction product. The product is: [Cl:5][C:6]1[CH:7]=[C:8]([N:9]2[N:1]=[C:25]([CH:26]=[CH:27][C:28]3[CH:33]=[CH:32][CH:31]=[CH:30][CH:29]=3)[NH:24][NH:23]2)[CH:10]=[CH:11][CH:12]=1. (6) Given the reactants Cl[C:2]1[C:3]2[C:4](=[C:13]([C:16]([O:18][CH2:19][CH3:20])=[O:17])[NH:14][CH:15]=2)[N:5]=[CH:6][C:7]=1[C:8]([O:10]CC)=O.C(N(CC)CC)C.[C:28]1([NH:34][NH2:35])[CH:33]=[CH:32][CH:31]=[CH:30][CH:29]=1.[OH-].[Na+], predict the reaction product. The product is: [O:10]=[C:8]1[C:7]2[C:2]([C:3]3[C:4](=[C:13]([C:16]([O:18][CH2:19][CH3:20])=[O:17])[NH:14][CH:15]=3)[NH:5][CH:6]=2)=[N:35][N:34]1[C:28]1[CH:33]=[CH:32][CH:31]=[CH:30][CH:29]=1. (7) Given the reactants Br[C:2]1[C:7]2[O:8][CH2:9][C:10](=[O:12])[NH:11][C:6]=2[C:5](=[O:13])[N:4]([CH3:14])[CH:3]=1.[CH:15]1([CH2:18][O:19][C:20]2[CH:25]=[CH:24][C:23]([S:26]([CH2:29][CH3:30])(=[O:28])=[O:27])=[CH:22][C:21]=2B2OC(C)(C)C(C)(C)O2)[CH2:17][CH2:16]1.CC(=O)OCC, predict the reaction product. The product is: [CH:15]1([CH2:18][O:19][C:20]2[CH:25]=[CH:24][C:23]([S:26]([CH2:29][CH3:30])(=[O:28])=[O:27])=[CH:22][C:21]=2[C:2]2[C:7]3[O:8][CH2:9][C:10](=[O:12])[NH:11][C:6]=3[C:5](=[O:13])[N:4]([CH3:14])[CH:3]=2)[CH2:16][CH2:17]1. (8) Given the reactants [C-]#N.[Na+].C[NH:5][CH2:6][CH2:7]NC.[CH2:10](O)[C:11]1[CH:16]=C[CH:14]=[CH:13][CH:12]=1.[CH3:18]CCCCCCCCCCC.[OH-].[NH4+], predict the reaction product. The product is: [CH3:18][C:13]1[CH:14]=[C:7]([CH:16]=[C:11]([CH3:10])[CH:12]=1)[C:6]#[N:5]. (9) Given the reactants [CH3:1][C:2]1[S:6][C:5]([SH:7])=[N:4][N:3]=1.[CH3:8][O:9][C:10]1[CH:15]=[CH:14][C:13]([C:16]2[CH:21]=[CH:20][C:19]([S:22]([NH:25][CH:26]([CH2:31][CH:32]3[O:34][CH2:33]3)[C:27]([O:29]C)=[O:28])(=[O:24])=[O:23])=[CH:18][CH:17]=2)=[CH:12][CH:11]=1, predict the reaction product. The product is: [CH3:8][O:9][C:10]1[CH:11]=[CH:12][C:13]([C:16]2[CH:17]=[CH:18][C:19]([S:22]([NH:25][CH:26]([CH2:31][CH:32]([OH:34])[CH2:33][S:7][C:5]3[S:6][C:2]([CH3:1])=[N:3][N:4]=3)[C:27]([OH:29])=[O:28])(=[O:23])=[O:24])=[CH:20][CH:21]=2)=[CH:14][CH:15]=1. (10) The product is: [OH:15][CH2:14][C@H:8]1[O:7][C@@H:6]([N:19]2[CH:27]=[N:26][C:25]3[C:20]2=[N:21][C:22]([I:31])=[N:23][C:24]=3[NH:28][O:29][CH3:30])[C@H:5]([OH:4])[C@@H:9]1[OH:10]. Given the reactants C([O:4][C@@H:5]1[C@H:9]([O:10]C(=O)C)[C@@H:8]([CH2:14][O:15]C(=O)C)[O:7][C@H:6]1[N:19]1[CH:27]=[N:26][C:25]2[C:20]1=[N:21][C:22]([I:31])=[N:23][C:24]=2[NH:28][O:29][CH3:30])(=O)C, predict the reaction product.